This data is from Reaction yield outcomes from USPTO patents with 853,638 reactions. The task is: Predict the reaction yield, written as a fraction of the theoretical maximum amount of product (1.0 means a 100% yield; for example, 0.34 means a 34% yield). (1) The reactants are [CH2:1]([O:3][C:4](=[O:15])[C:5]([CH3:14])=[CH:6][C:7]1[CH:12]=[CH:11][CH:10]=[CH:9][C:8]=1[Br:13])[CH3:2].[Br:16]N1C(=O)CCC1=O.C(N(CC)CC)C. The catalyst is C(Cl)Cl. The product is [CH2:1]([O:3][C:4](=[O:15])[C:5]([CH3:14])=[C:6]([Br:16])[C:7]1[CH:12]=[CH:11][CH:10]=[CH:9][C:8]=1[Br:13])[CH3:2]. The yield is 0.400. (2) The reactants are [CH3:1][O:2][C:3]([C:5]1([C:8]2[CH:13]=[CH:12][C:11]([OH:14])=[C:10]([C:15](=O)[CH3:16])[CH:9]=2)[CH2:7][CH2:6]1)=[O:4].Cl.[NH2:19][OH:20].C([O-])(=O)C.[Na+]. The catalyst is CCO. The product is [CH3:1][O:2][C:3]([C:5]1([C:8]2[CH:13]=[CH:12][C:11]([OH:14])=[C:10]([C:15](=[N:19][OH:20])[CH3:16])[CH:9]=2)[CH2:7][CH2:6]1)=[O:4]. The yield is 0.980. (3) The reactants are [CH3:1][O:2][C:3]1[C:4]([C:15]2[O:16][CH:17]=[CH:18][N:19]=2)=[CH:5][C:6]([CH:13]=[CH2:14])=[C:7]([NH:9][C:10](=[O:12])[CH3:11])[CH:8]=1. The catalyst is C(OCC)(=O)C.[Pd]. The product is [CH2:13]([C:6]1[CH:5]=[C:4]([C:15]2[O:16][CH:17]=[CH:18][N:19]=2)[C:3]([O:2][CH3:1])=[CH:8][C:7]=1[NH:9][C:10](=[O:12])[CH3:11])[CH3:14]. The yield is 1.00. (4) The catalyst is C1COCC1. The product is [F:34][C:31]1[CH:32]=[CH:33][C:28]([C@H:27]2[CH2:26][O:25][CH2:24][C@H:23]2[NH2:20])=[CH:29][CH:30]=1. The yield is 0.690. The reactants are C1(P(C2C=CC=CC=2)C2C=CC=CC=2)C=CC=CC=1.[N:20]([C@H:23]1[C@@H:27]([C:28]2[CH:33]=[CH:32][C:31]([F:34])=[CH:30][CH:29]=2)[CH2:26][O:25][CH2:24]1)=[N+]=[N-].N.Cl. (5) The yield is 0.660. The product is [OH:23][C:20]1[CH:21]=[CH:22][C:17]([CH:16]=[C:12]2[CH2:13][CH2:14][CH2:15][C:10](=[CH:9][C:8]3[CH:30]=[CH:31][C:5]([OH:4])=[C:6]([O:32][CH3:33])[CH:7]=3)[C:11]2=[O:29])=[CH:18][C:19]=1[O:27][CH3:28]. The catalyst is CO.Cl. The reactants are COC[O:4][C:5]1[CH:31]=[CH:30][C:8]([CH:9]=[C:10]2[CH2:15][CH2:14][CH2:13][C:12](=[CH:16][C:17]3[CH:22]=[CH:21][C:20]([O:23]COC)=[C:19]([O:27][CH3:28])[CH:18]=3)[C:11]2=[O:29])=[CH:7][C:6]=1[O:32][CH3:33]. (6) The reactants are [H-].[Na+].[CH3:3][O:4][CH2:5][N:6]1[CH:10]=[C:9]([C:11]2[CH:16]=[CH:15][CH:14]=[CH:13][CH:12]=2)[CH:8]=[C:7]1[CH2:17][OH:18].[CH3:19]I.[Cl-].[NH4+]. The catalyst is O1CCCC1. The product is [CH3:3][O:4][CH2:5][N:6]1[CH:10]=[C:9]([C:11]2[CH:12]=[CH:13][CH:14]=[CH:15][CH:16]=2)[CH:8]=[C:7]1[CH2:17][O:18][CH3:19]. The yield is 0.720. (7) The reactants are C([O:3][C:4](=[O:22])[CH2:5][C:6]([N:8]1[CH2:13][CH2:12][CH:11]([O:14][C:15]2[CH:20]=[CH:19][CH:18]=[CH:17][C:16]=2[Cl:21])[CH2:10][CH2:9]1)=[O:7])C.CO.O.O[Li].O. The catalyst is C1COCC1. The product is [Cl:21][C:16]1[CH:17]=[CH:18][CH:19]=[CH:20][C:15]=1[O:14][CH:11]1[CH2:10][CH2:9][N:8]([C:6](=[O:7])[CH2:5][C:4]([OH:22])=[O:3])[CH2:13][CH2:12]1. The yield is 0.750. (8) The reactants are [CH3:1][O:2][C:3]1[CH:4]=[C:5]([C@@H:9]([CH2:13][CH3:14])[CH2:10][CH:11]=[O:12])[CH:6]=[CH:7][CH:8]=1.[CH2:15](N(CC)CC)C. The catalyst is ClCCl. The product is [CH3:1][O:2][C:3]1[CH:4]=[C:5]([C@H:9]([CH2:13][CH3:14])[C:10](=[CH2:15])[CH:11]=[O:12])[CH:6]=[CH:7][CH:8]=1. The yield is 0.850. (9) The reactants are [NH:1]1[C:9]2[C:4](=[CH:5][CH:6]=[CH:7][CH:8]=2)[CH:3]=[C:2]1[CH:10]=O.[CH3:12][N:13]([CH3:17])[CH2:14][CH2:15][NH2:16]. No catalyst specified. The product is [NH:1]1[C:9]2[C:4](=[CH:5][CH:6]=[CH:7][CH:8]=2)[CH:3]=[C:2]1[CH:10]=[N:16][CH2:15][CH2:14][N:13]([CH3:17])[CH3:12]. The yield is 0.960.